This data is from Full USPTO retrosynthesis dataset with 1.9M reactions from patents (1976-2016). The task is: Predict the reactants needed to synthesize the given product. (1) Given the product [O:15]1[C:20]2[CH:21]=[CH:22][C:23]([CH2:25][NH:12][CH:9]3[CH2:10][CH2:11][N:6]([C:4](=[O:5])[C:3]([F:2])([F:13])[F:14])[CH2:7][CH2:8]3)=[CH:24][C:19]=2[O:18][CH2:17][CH2:16]1, predict the reactants needed to synthesize it. The reactants are: Cl.[F:2][C:3]([F:14])([F:13])[C:4]([N:6]1[CH2:11][CH2:10][CH:9]([NH2:12])[CH2:8][CH2:7]1)=[O:5].[O:15]1[C:20]2[CH:21]=[CH:22][C:23]([CH:25]=O)=[CH:24][C:19]=2[O:18][CH2:17][CH2:16]1.C(O)(=O)C.C(O[BH-](OC(=O)C)OC(=O)C)(=O)C.[Na+]. (2) The reactants are: Br[C:2]1[CH:7]=[CH:6][C:5]([S:8]([N:11]2[CH2:25][CH2:24][C:14]3([O:19][CH2:18][C:17](=[O:20])[N:16]([CH:21]4[CH2:23][CH2:22]4)[CH2:15]3)[CH2:13][CH2:12]2)(=[O:10])=[O:9])=[CH:4][CH:3]=1.OB(O)[C:28]1[CH:29]=[C:30]([CH:34]=[CH:35][CH:36]=1)[C:31]([OH:33])=[O:32].C([O-])([O-])=O.[K+].[K+]. Given the product [CH:21]1([N:16]2[CH2:15][C:14]3([CH2:24][CH2:25][N:11]([S:8]([C:5]4[CH:6]=[CH:7][C:2]([C:28]5[CH:36]=[CH:35][CH:34]=[C:30]([C:31]([OH:33])=[O:32])[CH:29]=5)=[CH:3][CH:4]=4)(=[O:10])=[O:9])[CH2:12][CH2:13]3)[O:19][CH2:18][C:17]2=[O:20])[CH2:23][CH2:22]1, predict the reactants needed to synthesize it. (3) Given the product [P:1]([OH:42])([OH:35])([O:3][C@H:4]([CH:32]1[CH2:33][CH2:34]1)[CH2:5][O:6][C:7]1[CH:12]=[CH:11][C:10]([N:13]2[C:18](=[O:19])[C:17]3[S:20][C:21]([C:23]4[CH:28]=[CH:27][C:26]([Cl:29])=[CH:25][CH:24]=4)=[CH:22][C:16]=3[N:15]=[CH:14]2)=[CH:9][C:8]=1[O:30][CH3:31])=[O:2], predict the reactants needed to synthesize it. The reactants are: [P:1]([O:42]CC[Si](C)(C)C)([O:35]CC[Si](C)(C)C)([O:3][C@H:4]([CH:32]1[CH2:34][CH2:33]1)[CH2:5][O:6][C:7]1[CH:12]=[CH:11][C:10]([N:13]2[C:18](=[O:19])[C:17]3[S:20][C:21]([C:23]4[CH:28]=[CH:27][C:26]([Cl:29])=[CH:25][CH:24]=4)=[CH:22][C:16]=3[N:15]=[CH:14]2)=[CH:9][C:8]=1[O:30][CH3:31])=[O:2].C(O)(C(F)(F)F)=O. (4) The reactants are: [Cl:1][C:2]1[C:3](=[O:9])[NH:4][N:5]=[CH:6][C:7]=1[Cl:8].[C:10](=O)([O-])[O-].[K+].[K+].IC. Given the product [Cl:1][C:2]1[C:3](=[O:9])[N:4]([CH3:10])[N:5]=[CH:6][C:7]=1[Cl:8], predict the reactants needed to synthesize it. (5) Given the product [Cl:4][C:5]1[CH:10]=[C:9]([C:11](=[O:12])[CH3:1])[CH:8]=[C:7]([Cl:17])[N:6]=1, predict the reactants needed to synthesize it. The reactants are: [CH3:1][Mg+].[Br-].[Cl:4][C:5]1[CH:10]=[C:9]([C:11](N(C)OC)=[O:12])[CH:8]=[C:7]([Cl:17])[N:6]=1. (6) Given the product [C:15]([C@H:12]1[CH2:13][CH2:14][C@H:9]([O:8][C:5]2[CH:6]=[CH:7][C:2]([C:24]3[CH:25]=[CH:26][C:21]([CH:19]=[O:20])=[CH:22][CH:23]=3)=[CH:3][CH:4]=2)[CH2:10][CH2:11]1)([CH3:18])([CH3:17])[CH3:16], predict the reactants needed to synthesize it. The reactants are: Br[C:2]1[CH:7]=[CH:6][C:5]([O:8][C@H:9]2[CH2:14][CH2:13][C@H:12]([C:15]([CH3:18])([CH3:17])[CH3:16])[CH2:11][CH2:10]2)=[CH:4][CH:3]=1.[CH:19]([C:21]1[CH:26]=[CH:25][C:24](B(O)O)=[CH:23][CH:22]=1)=[O:20].C([O-])([O-])=O.[K+].[K+].C(Cl)Cl. (7) Given the product [CH:1]1([C:4]2[C:5]([O:26][CH3:27])=[CH:6][C:7]3[CH2:16][CH:15]([CH2:17][CH3:18])[N:14]4[C:9](=[CH:10][C:11](=[O:24])[C:12]([C:19]([O:21][CH2:22][CH3:23])=[O:20])=[CH:13]4)[C:8]=3[CH:25]=2)[CH2:3][CH2:2]1, predict the reactants needed to synthesize it. The reactants are: [CH:1]1([C:4]2[C:5]([O:26][CH3:27])=[CH:6][C:7]3[CH2:16][CH:15]([CH2:17][CH3:18])[N:14]4[CH:9]([CH2:10][C:11](=[O:24])[C:12]([C:19]([O:21][CH2:22][CH3:23])=[O:20])=[CH:13]4)[C:8]=3[CH:25]=2)[CH2:3][CH2:2]1.C1(Cl)C(=O)C(Cl)=C(Cl)C(=O)C=1Cl. (8) Given the product [NH:64]1[C:59]2[C:58](=[CH:63][C:62]([NH:10][C:11]3[C:20]4[C:15](=[CH:16][C:17]([O:26][CH3:27])=[C:18]([O:21][CH2:22][C:23]([N:86]5[CH2:87][CH2:88][N:83]([CH3:82])[CH2:84][CH2:85]5)=[O:24])[CH:19]=4)[N:14]=[C:13]([C:28]4[CH:33]=[CH:32][CH:31]=[C:30]([C:34]5[CH:39]=[CH:38][CH:37]=[CH:36][CH:35]=5)[CH:29]=4)[N:12]=3)=[CH:61][CH:60]=2)[CH:73]=[N:65]1, predict the reactants needed to synthesize it. The reactants are: N1C2C(=CC([NH:10][C:11]3[C:20]4[C:15](=[CH:16][C:17]([O:26][CH3:27])=[C:18]([O:21][CH2:22][C:23](O)=[O:24])[CH:19]=4)[N:14]=[C:13]([C:28]4[CH:33]=[CH:32][CH:31]=[C:30]([C:34]5[CH:39]=[CH:38][CH:37]=[CH:36][CH:35]=5)[CH:29]=4)[N:12]=3)=CC=2)C=N1.C1CN([P+](ON2[N:65]=[N:64][C:59]3[CH:60]=[CH:61][CH:62]=[CH:63][C:58]2=3)(N2CCCC2)N2CCCC2)CC1.F[P-](F)(F)(F)(F)F.[CH3:73]CN(C(C)C)C(C)C.[CH3:82][N:83]1[CH2:88][CH2:87][NH:86][CH2:85][CH2:84]1.